Dataset: Human liver microsome stability data. Task: Regression/Classification. Given a drug SMILES string, predict its absorption, distribution, metabolism, or excretion properties. Task type varies by dataset: regression for continuous measurements (e.g., permeability, clearance, half-life) or binary classification for categorical outcomes (e.g., BBB penetration, CYP inhibition). Dataset: hlm. (1) The molecule is CCOC(=O)Nc1ccc(NCc2ccc(C(F)(F)F)cc2)c(F)c1N. The result is 0 (unstable in human liver microsomes). (2) The molecule is COc1ccc2nc3cc(Cl)ccc3c(N(CCCN(C)C)/C(C)=N/CCCN(C)C)c2n1. The result is 0 (unstable in human liver microsomes). (3) The drug is Nc1nccc(-c2ccc3nc(C4COc5ccccc5C4)sc3c2)n1. The result is 0 (unstable in human liver microsomes).